From a dataset of Retrosynthesis with 50K atom-mapped reactions and 10 reaction types from USPTO. Predict the reactants needed to synthesize the given product. (1) Given the product C[C@@H](Oc1cc(-n2cnc3ccc(S(C)(=O)=O)cc32)sc1C(N)=O)c1cccc(OC2CCNCC2)c1Cl, predict the reactants needed to synthesize it. The reactants are: C[C@@H](Oc1cc(-n2cnc3ccc(S(C)(=O)=O)cc32)sc1C(N)=O)c1cccc(OC2CCN(C(=O)OC(C)(C)C)CC2)c1Cl. (2) Given the product CCCC(C)CCCBr, predict the reactants needed to synthesize it. The reactants are: CCCC(C)=CCCBr. (3) Given the product NCCNc1cc(O)ccc1[N+](=O)[O-], predict the reactants needed to synthesize it. The reactants are: NCCN.O=[N+]([O-])c1ccc(O)cc1Cl. (4) Given the product CNCc1cc(-c2cccnc2C#N)n(S(=O)(=O)c2ccc(OC)nc2)c1, predict the reactants needed to synthesize it. The reactants are: COc1ccc(S(=O)(=O)n2cc(CN(C)C(=O)OC(C)(C)C)cc2-c2cccnc2C#N)cn1. (5) Given the product CC(=O)NCc1cc([N+](=O)[O-])ccc1OCC(N)=O, predict the reactants needed to synthesize it. The reactants are: CC(=O)NCc1cc([N+](=O)[O-])ccc1O.NC(=O)CCl. (6) Given the product NCC1CCN(c2noc(C(Cl)(Cl)Cl)n2)CC1, predict the reactants needed to synthesize it. The reactants are: CC(C)(C)OC(=O)NCC1CCN(c2noc(C(Cl)(Cl)Cl)n2)CC1.